Dataset: TCR-epitope binding with 47,182 pairs between 192 epitopes and 23,139 TCRs. Task: Binary Classification. Given a T-cell receptor sequence (or CDR3 region) and an epitope sequence, predict whether binding occurs between them. (1) The TCR CDR3 sequence is CASSLEGPVAGGTDTQYF. Result: 1 (the TCR binds to the epitope). The epitope is KPLEFGATSAAL. (2) The epitope is YFPLQSYGF. The TCR CDR3 sequence is CASSGGRDRSHEQYF. Result: 0 (the TCR does not bind to the epitope). (3) The epitope is FLYNLLTRV. The TCR CDR3 sequence is CASNLQGLAGGPQFF. Result: 0 (the TCR does not bind to the epitope). (4) The epitope is LLWNGPMAV. The TCR CDR3 sequence is CASSFPRGEQFF. Result: 0 (the TCR does not bind to the epitope).